Task: Predict the product of the given reaction.. Dataset: Forward reaction prediction with 1.9M reactions from USPTO patents (1976-2016) (1) The product is: [CH3:1][C:2]1[CH:7]=[C:6]([C:29]2[CH:34]=[CH:33][CH:32]=[C:31]([CH3:35])[N:30]=2)[CH:5]=[CH:4][C:3]=1[CH2:17][C:18]([O:20][CH3:21])=[O:19]. Given the reactants [CH3:1][C:2]1[CH:7]=[C:6](B2OC(C)(C)C(C)(C)O2)[CH:5]=[CH:4][C:3]=1[CH2:17][C:18]([O:20][CH3:21])=[O:19].C([O-])([O-])=O.[Na+].[Na+].Br[C:29]1[CH:34]=[CH:33][CH:32]=[C:31]([CH3:35])[N:30]=1, predict the reaction product. (2) Given the reactants [Br:1][C:2]1[CH:10]=[CH:9][C:5]([CH:6]=[N:7][OH:8])=[CH:4][C:3]=1[CH3:11].[ClH:12].Cl[O-].[Na+], predict the reaction product. The product is: [Br:1][C:2]1[CH:10]=[CH:9][C:5]([C:6]([Cl:12])=[N:7][OH:8])=[CH:4][C:3]=1[CH3:11].